This data is from Forward reaction prediction with 1.9M reactions from USPTO patents (1976-2016). The task is: Predict the product of the given reaction. Given the reactants F[C:2]1[N:7]2[CH:8]=[C:9]([CH2:11][N:12]3[C@H:25]4[C@H:16]([CH2:17][CH2:18][C:19]5[C:24]4=[N:23][CH:22]=[CH:21][CH:20]=5)[CH2:15][CH2:14][CH2:13]3)[N:10]=[C:6]2[CH:5]=[CH:4][CH:3]=1.[NH:26]1[CH2:31][CH2:30][CH:29]([CH2:32][NH:33][C:34](=[O:40])[O:35][C:36]([CH3:39])([CH3:38])[CH3:37])[CH2:28][CH2:27]1.O, predict the reaction product. The product is: [N:12]1([CH2:11][C:9]2[N:10]=[C:6]3[CH:5]=[CH:4][CH:3]=[C:2]([N:26]4[CH2:31][CH2:30][CH:29]([CH2:32][NH:33][C:34](=[O:40])[O:35][C:36]([CH3:38])([CH3:37])[CH3:39])[CH2:28][CH2:27]4)[N:7]3[CH:8]=2)[C@H:25]2[C@H:16]([CH2:17][CH2:18][C:19]3[C:24]2=[N:23][CH:22]=[CH:21][CH:20]=3)[CH2:15][CH2:14][CH2:13]1.